From a dataset of Full USPTO retrosynthesis dataset with 1.9M reactions from patents (1976-2016). Predict the reactants needed to synthesize the given product. (1) Given the product [NH2:1][C:2]1[N:3]([CH2:18][CH2:19][CH2:20][CH3:21])[C:4](=[O:17])[N:5]([CH2:9][CH2:10][CH2:11][C:12]([O:14][CH2:15][CH3:16])=[O:13])[C:6](=[O:8])[C:7]=1[N:22]=[O:23], predict the reactants needed to synthesize it. The reactants are: [NH2:1][C:2]1[N:3]([CH2:18][CH2:19][CH2:20][CH3:21])[C:4](=[O:17])[N:5]([CH2:9][CH2:10][CH2:11][C:12]([O:14][CH2:15][CH3:16])=[O:13])[C:6](=[O:8])[CH:7]=1.[N:22]([O-])=[O:23].[Na+]. (2) Given the product [Br:27][CH2:26][C:23]1[CH:22]=[CH:21][C:20]([CH2:19][C@@H:11]([NH:10][C:8]([O:7][C:3]([CH3:4])([CH3:5])[CH3:6])=[O:9])[C:12]([O:14][C:15]([CH3:17])([CH3:18])[CH3:16])=[O:13])=[CH:25][CH:24]=1, predict the reactants needed to synthesize it. The reactants are: N#N.[C:3]([O:7][C:8]([NH:10][C@H:11]([CH2:19][C:20]1[CH:25]=[CH:24][C:23]([CH3:26])=[CH:22][CH:21]=1)[C:12]([O:14][C:15]([CH3:18])([CH3:17])[CH3:16])=[O:13])=[O:9])([CH3:6])([CH3:5])[CH3:4].[Br:27]N1C(=O)CCC1=O.N(C(C)(C)C#N)=NC(C)(C)C#N. (3) The reactants are: [S:1]1[CH:5]=[CH:4][C:3]([C:6]([OH:8])=O)=[CH:2]1.Cl.[CH3:10][NH:11][CH3:12].C1CCC(N=C=NC2CCCCC2)CC1.C(N(CC)CC)C. Given the product [CH3:10][N:11]([CH3:12])[C:6]([C:3]1[CH:4]=[CH:5][S:1][CH:2]=1)=[O:8], predict the reactants needed to synthesize it. (4) Given the product [CH2:17]([O:16][C:14]([N:11]1[CH2:12][CH2:13][NH:8][CH2:9][CH:10]1[C:24](=[O:29])[N:25]([O:27][CH3:28])[CH3:26])=[O:15])[C:18]1[CH:19]=[CH:20][CH:21]=[CH:22][CH:23]=1, predict the reactants needed to synthesize it. The reactants are: C(OC([N:8]1[CH2:13][CH2:12][N:11]([C:14]([O:16][CH2:17][C:18]2[CH:23]=[CH:22][CH:21]=[CH:20][CH:19]=2)=[O:15])[CH:10]([C:24](=[O:29])[N:25]([O:27][CH3:28])[CH3:26])[CH2:9]1)=O)(C)(C)C. (5) Given the product [CH3:42][O:43][C:44]1[CH:45]=[C:46]([CH:51]=[CH:52][CH:53]=1)[CH2:47][NH:48][C:49]([NH:20][CH2:2][CH2:3][CH2:4][CH2:5][CH2:6][CH2:7][CH2:8][CH2:9][CH2:10][CH2:11][CH2:12][CH2:13][CH2:14][CH2:15][CH2:16][CH2:17][CH2:18][CH3:19])=[S:50], predict the reactants needed to synthesize it. The reactants are: Cl.[CH2:2]([NH2:20])[CH2:3][CH2:4][CH2:5][CH2:6][CH2:7][CH2:8][CH2:9][CH2:10][CH2:11][CH2:12][CH2:13][CH2:14][CH2:15][CH2:16][CH2:17][CH2:18][CH3:19].[OH-].[Na+].C(N)CCCCCCCCCCCCCCCCC.[CH3:42][O:43][C:44]1[CH:45]=[C:46]([CH:51]=[CH:52][CH:53]=1)[CH2:47][N:48]=[C:49]=[S:50].[N-]=C=S.